This data is from Forward reaction prediction with 1.9M reactions from USPTO patents (1976-2016). The task is: Predict the product of the given reaction. (1) Given the reactants Br[C:2]1[C:7]([Cl:8])=[CH:6][N:5]=[C:4]([C:9]2[S:13][C:12]([S:14]([NH:17][NH:18][C:19]([O:21][C:22]([CH3:25])([CH3:24])[CH3:23])=[O:20])(=[O:16])=[O:15])=[CH:11][CH:10]=2)[N:3]=1.[CH:26]1([C:29]2[NH:33][N:32]=[C:31]([NH2:34])[CH:30]=2)[CH2:28][CH2:27]1, predict the reaction product. The product is: [Cl:8][C:7]1[C:2]([NH:34][C:31]2[CH:30]=[C:29]([CH:26]3[CH2:28][CH2:27]3)[NH:33][N:32]=2)=[N:3][C:4]([C:9]2[S:13][C:12]([S:14]([NH:17][NH:18][C:19]([O:21][C:22]([CH3:25])([CH3:24])[CH3:23])=[O:20])(=[O:16])=[O:15])=[CH:11][CH:10]=2)=[N:5][CH:6]=1. (2) Given the reactants C(N1C(C2C=CC(C3SC(C4SC(C5SC(CCCCCC)=CC=5)=CC=4)=CC=3)=CC=2)=C2C(=C(C3C=CC(C4SC(C5SC(C6SC(CCCCCC)=CC=6)=CC=5)=CC=4)=CC=3)N(CCCCCC)C2=O)C1=O)CCCCC.C(C1S[C:86]([C:88]2S[C:90]([C:93]3[S:94][C:95]([B:98]4[O:106][C:103]([CH3:105])([CH3:104])[C:100]([CH3:102])([CH3:101])[O:99]4)=[CH:96][CH:97]=3)=[CH:91][CH:92]=2)=[CH:85]C=1)CCCCC, predict the reaction product. The product is: [CH2:90]([C:93]1[S:94][C:95]([B:98]2[O:99][C:100]([CH3:102])([CH3:101])[C:103]([CH3:105])([CH3:104])[O:106]2)=[CH:96][CH:97]=1)[CH2:91][CH2:92][CH2:88][CH2:86][CH3:85]. (3) Given the reactants [CH3:1][NH:2][C:3]([C:5]1[C:6]2[S:27][C:26]([C:28]3[CH:33]=[CH:32][CH:31]=[CH:30][CH:29]=3)=[CH:25][C:7]=2[C:8]([NH:11][C@H:12]2[CH2:17][CH2:16][CH2:15][N:14](C(OC(C)(C)C)=O)[CH2:13]2)=[N:9][CH:10]=1)=[O:4].Cl, predict the reaction product. The product is: [CH3:1][NH:2][C:3]([C:5]1[C:6]2[S:27][C:26]([C:28]3[CH:33]=[CH:32][CH:31]=[CH:30][CH:29]=3)=[CH:25][C:7]=2[C:8]([NH:11][C@H:12]2[CH2:17][CH2:16][CH2:15][NH:14][CH2:13]2)=[N:9][CH:10]=1)=[O:4]. (4) Given the reactants C(OC(=O)[NH:7][CH2:8][C:9]1[CH:14]=[CH:13][C:12]([C:15]([N:17]2[CH2:23][C:22]3([CH3:25])[CH2:24][CH:18]2[CH2:19][C:20]([CH3:27])([CH3:26])[CH2:21]3)=[O:16])=[CH:11][CH:10]=1)(C)(C)C.C(O)(C(F)(F)F)=O, predict the reaction product. The product is: [NH2:7][CH2:8][C:9]1[CH:10]=[CH:11][C:12]([C:15]([N:17]2[CH2:23][C:22]3([CH3:25])[CH2:24][CH:18]2[CH2:19][C:20]([CH3:27])([CH3:26])[CH2:21]3)=[O:16])=[CH:13][CH:14]=1. (5) The product is: [OH:2][C:3]1[CH:8]=[CH:7][CH:6]=[CH:5][C:4]=1[C:9]([C:11]1[CH:16]=[CH:15][CH:14]=[CH:13][C:12]=1[S:17][CH3:18])=[O:10]. Given the reactants C[O:2][C:3]1[CH:8]=[CH:7][CH:6]=[CH:5][C:4]=1[C:9]([C:11]1[CH:16]=[CH:15][CH:14]=[CH:13][C:12]=1[S:17][CH3:18])=[O:10].[Al+3].[Cl-].[Cl-].[Cl-].C(S)CCCCCCCCCCC.O, predict the reaction product. (6) Given the reactants Cl.[CH3:2][S:3]([O:6][C:7]1[C:20](=[O:21])[N:11]2[CH2:12][CH:13]3[CH2:17][C:16]([NH:18][CH3:19])([C:10]2=[N:9][C:8]=1[C:22](=[O:32])[NH:23][CH2:24][C:25]1[CH:30]=[CH:29][C:28]([F:31])=[CH:27][CH:26]=1)[CH2:15][CH2:14]3)(=[O:5])=[O:4].C1C=NC2N(O)N=NC=2C=1.[CH3:43][C:44]1[O:48][C:47]([C:49]([O-:51])=O)=[N:46][N:45]=1.[K+].Cl.C(N(CC)CC)C.C(N(CC)CC)C.C(Cl)CCl, predict the reaction product. The product is: [CH3:2][S:3]([O:6][C:7]1[C:20](=[O:21])[N:11]2[CH2:12][CH:13]3[CH2:17][C:16]([N:18]([CH3:19])[C:49]([C:47]4[O:48][C:44]([CH3:43])=[N:45][N:46]=4)=[O:51])([C:10]2=[N:9][C:8]=1[C:22](=[O:32])[NH:23][CH2:24][C:25]1[CH:30]=[CH:29][C:28]([F:31])=[CH:27][CH:26]=1)[CH2:15][CH2:14]3)(=[O:4])=[O:5]. (7) Given the reactants [CH3:1][C:2]([CH3:13])([O:4][C:5]([N:7]1[CH2:12][CH2:11][NH:10][CH2:9][CH2:8]1)=[O:6])[CH3:3].[C:14]1([CH2:20][N:21]2[CH2:26][CH2:25][C:24](=O)[CH2:23][CH2:22]2)[CH:19]=[CH:18][CH:17]=[CH:16][CH:15]=1.C(O)(=O)C.C([BH3-])#N.[Na+], predict the reaction product. The product is: [CH3:3][C:2]([CH3:13])([O:4][C:5]([N:7]1[CH2:8][CH2:9][N:10]([CH:24]2[CH2:23][CH2:22][N:21]([CH2:20][C:14]3[CH:19]=[CH:18][CH:17]=[CH:16][CH:15]=3)[CH2:26][CH2:25]2)[CH2:11][CH2:12]1)=[O:6])[CH3:1].